Dataset: Forward reaction prediction with 1.9M reactions from USPTO patents (1976-2016). Task: Predict the product of the given reaction. Given the reactants [C:1]([O:5][C:6]([N:8]1[CH2:13][CH2:12][CH:11]([C:14]([OH:16])=[O:15])[CH2:10][CH2:9]1)=[O:7])([CH3:4])([CH3:3])[CH3:2].C(=O)(O[C:19]1[CH:24]=[CH:23][CH:22]=[CH:21][N:20]=1)O[C:19]1[CH:24]=[CH:23][CH:22]=[CH:21][N:20]=1.C([O-])(O)=O.[Na+], predict the reaction product. The product is: [N:8]1([C:6]([O:5][C:1]([CH3:4])([CH3:2])[CH3:3])=[O:7])[CH2:13][CH2:12][CH:11]([C:14]([O:16][C:19]2[CH:24]=[CH:23][CH:22]=[CH:21][N:20]=2)=[O:15])[CH2:10][CH2:9]1.